Dataset: Forward reaction prediction with 1.9M reactions from USPTO patents (1976-2016). Task: Predict the product of the given reaction. (1) The product is: [Cl:1][C:2]1[CH:18]=[CH:17][C:5]2[S:6][C:7]([C:13]([OH:15])=[O:14])=[C:8]([C:9]([F:12])([F:11])[F:10])[C:4]=2[CH:3]=1. Given the reactants [Cl:1][C:2]1[CH:18]=[CH:17][C:5]2[S:6][C:7]([C:13]([O:15]C)=[O:14])=[C:8]([C:9]([F:12])([F:11])[F:10])[C:4]=2[CH:3]=1.[Li+].[OH-], predict the reaction product. (2) Given the reactants [OH:1][C:2]1[CH:7]=[CH:6][C:5]([S:8][CH2:9][CH2:10][CH2:11][C:12]([OH:14])=O)=[CH:4][CH:3]=1.[CH2:15]([C:22]1[CH:30]=[CH:29][CH:28]=[CH:27][C:23]=1[CH2:24][NH:25][CH3:26])[C:16]1[CH:21]=[CH:20][CH:19]=[CH:18][CH:17]=1, predict the reaction product. The product is: [OH:1][C:2]1[CH:3]=[CH:4][C:5]([S:8][CH2:9][CH2:10][CH2:11][C:12]([N:25]([CH3:26])[CH2:24][C:23]2[CH:27]=[CH:28][CH:29]=[CH:30][C:22]=2[CH2:15][C:16]2[CH:21]=[CH:20][CH:19]=[CH:18][CH:17]=2)=[O:14])=[CH:6][CH:7]=1. (3) The product is: [F:1][C:2]1[C:3]([C:9]2[CH:14]=[CH:13][C:12]([F:15])=[CH:11][C:10]=2[O:16][CH3:17])=[CH:4][C:5]([NH:8][C:19]2[CH:24]=[C:23]([CH2:25][S:26][CH3:27])[CH:22]=[C:21]([O:28][CH3:29])[N:20]=2)=[N:6][CH:7]=1. Given the reactants [F:1][C:2]1[C:3]([C:9]2[CH:14]=[CH:13][C:12]([F:15])=[CH:11][C:10]=2[O:16][CH3:17])=[CH:4][C:5]([NH2:8])=[N:6][CH:7]=1.Cl[C:19]1[CH:24]=[C:23]([CH2:25][S:26][CH3:27])[CH:22]=[C:21]([O:28][CH3:29])[N:20]=1.C1(P(C2CCCCC2)C2C=CC=CC=2C2C(C(C)C)=CC(C(C)C)=CC=2C(C)C)CCCCC1.P([O-])([O-])([O-])=O.[K+].[K+].[K+], predict the reaction product. (4) Given the reactants [Cl:1][C:2]1[CH:23]=[CH:22][CH:21]=[C:20]([C:24]([F:27])([F:26])[F:25])[C:3]=1[C:4]([N:6]1[C:14]2[C:9](=[CH:10][CH:11]=[C:12]([C:15]([O:17][CH3:18])=[O:16])[CH:13]=2)[C:8](I)=[N:7]1)=[O:5].[NH:28]1[CH2:33][CH2:32][CH:31]([C:34]([O:36][C:37]([CH3:40])([CH3:39])[CH3:38])=[O:35])[CH2:30][CH2:29]1.COC(C)(C)C.C(=O)([O-])[O-].[Cs+].[Cs+], predict the reaction product. The product is: [C:37]([O:36][C:34]([CH:31]1[CH2:32][CH2:33][N:28]([C:8]2[C:9]3[C:14](=[CH:13][C:12]([C:15]([O:17][CH3:18])=[O:16])=[CH:11][CH:10]=3)[N:6]([C:4](=[O:5])[C:3]3[C:20]([C:24]([F:27])([F:26])[F:25])=[CH:21][CH:22]=[CH:23][C:2]=3[Cl:1])[N:7]=2)[CH2:29][CH2:30]1)=[O:35])([CH3:40])([CH3:38])[CH3:39]. (5) The product is: [CH3:1][O:2][C:3](=[O:14])[C:4]([C:7]1[CH:12]=[CH:11][C:10]([I:15])=[CH:9][CH:8]=1)([CH3:6])[CH3:5]. Given the reactants [CH3:1][O:2][C:3](=[O:14])[C:4]([C:7]1[CH:12]=[CH:11][C:10](Br)=[CH:9][CH:8]=1)([CH3:6])[CH3:5].[I-:15].[Na+].CNCCNC, predict the reaction product. (6) Given the reactants [C:1]1([C:7]2[N:8]=[C:9]3[CH:14]=[CH:13][CH:12]=[CH:11][N:10]3[CH:15]=2)[CH:6]=[CH:5][CH:4]=[CH:3][CH:2]=1.[I:16]N1C(=O)CCC1=O, predict the reaction product. The product is: [I:16][C:15]1[N:10]2[CH:11]=[CH:12][CH:13]=[CH:14][C:9]2=[N:8][C:7]=1[C:1]1[CH:2]=[CH:3][CH:4]=[CH:5][CH:6]=1. (7) Given the reactants [O-]P([O-])([O-])=O.[K+].[K+].[K+].[CH3:9][N:10]1[CH2:15][CH:14]=[C:13](B2OC(C)(C)C(C)(C)O2)[CH2:12][CH2:11]1.Cl[C:26]1[CH:27]=[CH:28][C:29]([N+:34]([O-:36])=[O:35])=[C:30]([O:32][CH3:33])[CH:31]=1, predict the reaction product. The product is: [CH3:33][O:32][C:30]1[CH:31]=[C:26]([C:13]2[CH2:12][CH2:11][N:10]([CH3:9])[CH2:15][CH:14]=2)[CH:27]=[CH:28][C:29]=1[N+:34]([O-:36])=[O:35]. (8) Given the reactants [CH3:1][C:2]1[CH:3]=[C:4]([CH:8]=[CH:9][C:10]=1[C:11]([N:13]1[CH2:17][CH2:16][CH2:15][CH2:14]1)=[O:12])[C:5]([OH:7])=O.CN(C(ON1N=NC2C=CC=CC1=2)=[N+](C)C)C.[B-](F)(F)(F)F.C(N(C(C)C)CC)(C)C.[Cl:49][C:50]1[CH:60]=[CH:59][C:53]2[NH:54][C:55]([CH2:57][NH2:58])=[N:56][C:52]=2[CH:51]=1.ClCl, predict the reaction product. The product is: [Cl:49][C:50]1[CH:60]=[CH:59][C:53]2[NH:54][C:55]([CH2:57][NH:58][C:5](=[O:7])[C:4]3[CH:8]=[CH:9][C:10]([C:11]([N:13]4[CH2:17][CH2:16][CH2:15][CH2:14]4)=[O:12])=[C:2]([CH3:1])[CH:3]=3)=[N:56][C:52]=2[CH:51]=1. (9) Given the reactants [CH3:1][C:2]1[N:3]([CH2:35][C:36]([O:38]CC)=[O:37])[C:4]([C:29]2[CH:34]=[CH:33][CH:32]=[CH:31][CH:30]=2)=[C:5]([C:23]2[CH:28]=[CH:27][CH:26]=[CH:25][CH:24]=2)[C:6]=1[CH2:7][C:8]1[CH:13]=[CH:12][CH:11]=[CH:10][C:9]=1[S:14]([C:17]1[CH:22]=[CH:21][CH:20]=[CH:19][CH:18]=1)(=[O:16])=[O:15].[OH-].[Li+].Cl, predict the reaction product. The product is: [CH3:1][C:2]1[N:3]([CH2:35][C:36]([OH:38])=[O:37])[C:4]([C:29]2[CH:30]=[CH:31][CH:32]=[CH:33][CH:34]=2)=[C:5]([C:23]2[CH:24]=[CH:25][CH:26]=[CH:27][CH:28]=2)[C:6]=1[CH2:7][C:8]1[CH:13]=[CH:12][CH:11]=[CH:10][C:9]=1[S:14]([C:17]1[CH:22]=[CH:21][CH:20]=[CH:19][CH:18]=1)(=[O:15])=[O:16].